From a dataset of Full USPTO retrosynthesis dataset with 1.9M reactions from patents (1976-2016). Predict the reactants needed to synthesize the given product. (1) Given the product [CH:1]1([CH2:7][CH:8]([C:9]([O:11][CH2:12][CH3:13])=[O:10])[C:14]([OH:16])=[O:15])[CH2:2][CH2:3][CH2:4][CH2:5][CH2:6]1, predict the reactants needed to synthesize it. The reactants are: [CH:1]1([CH2:7][CH:8]([C:14]([O:16]CC)=[O:15])[C:9]([O:11][CH2:12][CH3:13])=[O:10])[CH2:6][CH2:5][CH2:4][CH2:3][CH2:2]1.[OH-].[Li+]. (2) Given the product [Cl:51][C:52]1[CH:64]=[CH:63][C:62]([F:65])=[CH:61][C:53]=1[O:54][CH:55]1[CH2:56][CH2:57][N:58]([C:16](=[O:18])[CH2:15][NH:14][C:12]([C:9]2[CH:8]=[C:7]([C:1]3[CH:2]=[CH:3][CH:4]=[CH:5][CH:6]=3)[NH:11][N:10]=2)=[O:13])[CH2:59][CH2:60]1, predict the reactants needed to synthesize it. The reactants are: [C:1]1([C:7]2[NH:11][N:10]=[C:9]([C:12]([NH:14][CH2:15][C:16]([OH:18])=O)=[O:13])[CH:8]=2)[CH:6]=[CH:5][CH:4]=[CH:3][CH:2]=1.CCN(C(C)C)C(C)C.C1C=CC2N(O)N=NC=2C=1.CCN=C=NCCCN(C)C.Cl.Cl.[Cl:51][C:52]1[CH:64]=[CH:63][C:62]([F:65])=[CH:61][C:53]=1[O:54][CH:55]1[CH2:60][CH2:59][NH:58][CH2:57][CH2:56]1. (3) Given the product [CH:22]1([CH2:21][N:4]2[CH:5]=[CH:6][C:7]([C:8]([O:10][CH2:11][CH3:12])=[O:9])=[C:2]([OH:1])[C:3]2=[O:13])[CH2:24][CH2:23]1, predict the reactants needed to synthesize it. The reactants are: [OH:1][C:2]1[C:3](=[O:13])[NH:4][CH:5]=[CH:6][C:7]=1[C:8]([O:10][CH2:11][CH3:12])=[O:9].C(=O)([O-])[O-].[Cs+].[Cs+].Br[CH2:21][CH:22]1[CH2:24][CH2:23]1.